Dataset: Reaction yield outcomes from USPTO patents with 853,638 reactions. Task: Predict the reaction yield, written as a fraction of the theoretical maximum amount of product (1.0 means a 100% yield; for example, 0.34 means a 34% yield). (1) The reactants are [C:1]1(B(O)O)[CH:6]=[CH:5][CH:4]=[CH:3][CH:2]=1.[C:10]1(Cl)[CH:15]=[CH:14][CH:13]=[CH:12][CH:11]=1. The catalyst is C1C=CC(/C=C/C(/C=C/C2C=CC=CC=2)=O)=CC=1.C1C=CC(/C=C/C(/C=C/C2C=CC=CC=2)=O)=CC=1.C1C=CC(/C=C/C(/C=C/C2C=CC=CC=2)=O)=CC=1.[Pd].[Pd].O1CCOCC1. The product is [C:1]1([C:10]2[CH:15]=[CH:14][CH:13]=[CH:12][CH:11]=2)[CH:6]=[CH:5][CH:4]=[CH:3][CH:2]=1. The yield is 0.880. (2) The reactants are CON(C)[C:4](=[O:22])[CH:5]([C:12]1[CH:17]=[CH:16][C:15]([S:18]([CH3:21])(=[O:20])=[O:19])=[CH:14][CH:13]=1)[CH2:6][CH:7]1[CH2:11][CH2:10][O:9][CH2:8]1.[CH:24]([Mg]Br)=[CH2:25].Cl. The catalyst is O1CCCC1. The product is [CH3:21][S:18]([C:15]1[CH:14]=[CH:13][C:12]([CH:5]([CH2:6][CH:7]2[CH2:11][CH2:10][O:9][CH2:8]2)[C:4](=[O:22])[CH:24]=[CH2:25])=[CH:17][CH:16]=1)(=[O:19])=[O:20]. The yield is 0.770. (3) The reactants are [NH2:1][C:2]1[CH:3]=[C:4]([N:8]([CH2:16][C:17]2[CH:22]=[CH:21][CH:20]=[C:19]([O:23][C:24]([F:29])([F:28])[CH:25]([F:27])[F:26])[CH:18]=2)[CH2:9][CH:10]([OH:15])[C:11]([F:14])([F:13])[F:12])[CH:5]=[CH:6][CH:7]=1.C(O)(=O)C.[CH:34](=O)[CH:35]([CH3:37])[CH3:36].[BH-](OC(C)=O)(OC(C)=O)OC(C)=O.[Na+]. The catalyst is ClC(Cl)C. The product is [CH3:34][CH:35]([CH3:37])[CH2:36][NH:1][C:2]1[CH:3]=[C:4]([N:8]([CH2:16][C:17]2[CH:22]=[CH:21][CH:20]=[C:19]([O:23][C:24]([F:28])([F:29])[CH:25]([F:26])[F:27])[CH:18]=2)[CH2:9][CH:10]([OH:15])[C:11]([F:14])([F:13])[F:12])[CH:5]=[CH:6][CH:7]=1. The yield is 0.290. (4) The reactants are [H-].[Na+].[Br:3][CH:4]1[CH:8]=[N:7][N:6]=[CH:5]1.[CH3:9][O:10][C:11](=[O:15])[CH:12](Cl)[CH3:13]. The catalyst is CN(C=O)C. The product is [CH3:9][O:10][C:11](=[O:15])[CH:12]([N:6]1[CH:5]=[C:4]([Br:3])[CH:8]=[N:7]1)[CH3:13]. The yield is 0.770. (5) The reactants are [CH3:1][N:2]1[C:6]([NH:7][C:8](=O)[C:9]2[CH:14]=[CH:13][C:12]([C:15]([F:18])([F:17])[F:16])=[CH:11][N:10]=2)=[C:5]([C:20]([O:22]CC)=O)[CH:4]=[N:3]1.C1(P(C2C=CC=CC=2)C2C=CC=CC=2)C=CC=CC=1.C(Cl)(Cl)(Cl)Cl.C([O-])(=O)C.[NH4+:53]. The catalyst is C(#N)C.C(OCC)(=O)C. The product is [CH3:1][N:2]1[C:6]2[N:7]=[C:8]([C:9]3[CH:14]=[CH:13][C:12]([C:15]([F:18])([F:17])[F:16])=[CH:11][N:10]=3)[NH:53][C:20](=[O:22])[C:5]=2[CH:4]=[N:3]1. The yield is 0.400. (6) The reactants are [CH3:1][N:2]([CH3:27])[C:3]([C:5]1[C:15]([CH2:16][CH2:17][C@@H:18]([OH:25])[C:19]2[CH:23]=[CH:22][S:21][C:20]=2[CH3:24])=[C:14](O)[C:8]2[N:9]=[C:10]([CH3:13])[N:11]([CH3:12])[C:7]=2[CH:6]=1)=[O:4].C1(P(C2C=CC=CC=2)C2C=CC=CC=2)C=CC=CC=1.CC(OC(/N=N/C(OC(C)C)=O)=O)C. The catalyst is O1CCCC1.C(OCC)C. The product is [CH3:1][N:2]([CH3:27])[C:3]([C:5]1[C:15]2[CH2:16][CH2:17][C@@H:18]([C:19]3[CH:23]=[CH:22][S:21][C:20]=3[CH3:24])[O:25][C:14]=2[C:8]2[N:9]=[C:10]([CH3:13])[N:11]([CH3:12])[C:7]=2[CH:6]=1)=[O:4]. The yield is 0.390. (7) The reactants are [CH3:1][O:2][C:3]1[CH:8]=[CH:7][C:6]([CH:9]2[CH2:14][CH2:13][CH:12]([CH2:15][C:16](OCC)=[O:17])[CH2:11][CH2:10]2)=[CH:5][CH:4]=1.[H-].[H-].[H-].[H-].[Li+].[Al+3]. The catalyst is C1COCC1. The product is [CH3:1][O:2][C:3]1[CH:8]=[CH:7][C:6]([CH:9]2[CH2:14][CH2:13][CH:12]([CH2:15][CH2:16][OH:17])[CH2:11][CH2:10]2)=[CH:5][CH:4]=1. The yield is 0.950. (8) The reactants are [C:1]1([C:7]2[CH:8]=[C:9]3[C:13](=[CH:14][CH:15]=2)[NH:12][C:11](=[O:16])[CH2:10]3)[CH:6]=[CH:5][CH:4]=[CH:3][CH:2]=1.[CH3:17][N:18]([CH3:34])[CH2:19][CH2:20][CH2:21][NH:22][C:23]([C:25]1[C:29]([CH3:30])=[C:28]([CH:31]=O)[NH:27][C:26]=1[CH3:33])=[O:24]. No catalyst specified. The product is [CH3:34][N:18]([CH3:17])[CH2:19][CH2:20][CH2:21][NH:22][C:23]([C:25]1[C:29]([CH3:30])=[C:28]([CH:31]=[C:10]2[C:9]3[C:13](=[CH:14][CH:15]=[C:7]([C:1]4[CH:2]=[CH:3][CH:4]=[CH:5][CH:6]=4)[CH:8]=3)[NH:12][C:11]2=[O:16])[NH:27][C:26]=1[CH3:33])=[O:24]. The yield is 0.280. (9) The reactants are CO[CH:3](OC)[CH2:4][N:5]([CH2:16][C:17]1[CH:21]=[CH:20][S:19][CH:18]=1)S(C1C=CC(C)=CC=1)(=O)=O.Cl.C(Cl)Cl. The catalyst is O1CCOCC1. The product is [S:19]1[C:18]2[CH:3]=[CH:4][N:5]=[CH:16][C:17]=2[CH:21]=[CH:20]1. The yield is 0.500. (10) The reactants are CO[C:3](=[O:26])[C:4]1[CH:9]=[CH:8][C:7]([O:10][CH2:11][C:12]2[C:13]([C:18]3[CH:23]=[CH:22][C:21]([F:24])=[C:20]([F:25])[CH:19]=3)=[N:14][O:15][C:16]=2[CH3:17])=[N:6][CH:5]=1.[NH2:27][CH2:28][C:29]([CH3:33])([CH3:32])[CH2:30][OH:31]. No catalyst specified. The product is [F:25][C:20]1[CH:19]=[C:18]([C:13]2[C:12]([CH2:11][O:10][C:7]3[CH:8]=[CH:9][C:4]([C:3]([NH:27][CH2:28][C:29]([CH3:33])([CH3:32])[CH2:30][OH:31])=[O:26])=[CH:5][N:6]=3)=[C:16]([CH3:17])[O:15][N:14]=2)[CH:23]=[CH:22][C:21]=1[F:24]. The yield is 0.480.